From a dataset of Catalyst prediction with 721,799 reactions and 888 catalyst types from USPTO. Predict which catalyst facilitates the given reaction. Reactant: B(Cl)(Cl)Cl.[Br:5][C:6]1[C:7]([C:15]([O:17][CH3:18])=[O:16])=[CH:8][C:9]2[O:13]C[O:11][C:10]=2[CH:14]=1.CO. Product: [Br:5][C:6]1[CH:14]=[C:10]([OH:11])[C:9]([OH:13])=[CH:8][C:7]=1[C:15]([O:17][CH3:18])=[O:16]. The catalyst class is: 4.